From a dataset of Merck oncology drug combination screen with 23,052 pairs across 39 cell lines. Regression. Given two drug SMILES strings and cell line genomic features, predict the synergy score measuring deviation from expected non-interaction effect. (1) Drug 1: CCc1cnn2c(NCc3ccc[n+]([O-])c3)cc(N3CCCCC3CCO)nc12. Drug 2: Cn1cc(-c2cnn3c(N)c(Br)c(C4CCCNC4)nc23)cn1. Cell line: NCIH23. Synergy scores: synergy=-160. (2) Drug 1: CN(C)C(=N)N=C(N)N. Drug 2: COC1=C2CC(C)CC(OC)C(O)C(C)C=C(C)C(OC(N)=O)C(OC)C=CC=C(C)C(=O)NC(=CC1=O)C2=O. Cell line: OCUBM. Synergy scores: synergy=-36.4. (3) Drug 1: CN(Cc1cnc2nc(N)nc(N)c2n1)c1ccc(C(=O)NC(CCC(=O)O)C(=O)O)cc1. Drug 2: Cn1cc(-c2cnn3c(N)c(Br)c(C4CCCNC4)nc23)cn1. Cell line: KPL1. Synergy scores: synergy=-15.6. (4) Drug 1: CCN(CC)CCNC(=O)c1c(C)[nH]c(C=C2C(=O)Nc3ccc(F)cc32)c1C. Drug 2: COC1=C2CC(C)CC(OC)C(O)C(C)C=C(C)C(OC(N)=O)C(OC)C=CC=C(C)C(=O)NC(=CC1=O)C2=O. Cell line: UACC62. Synergy scores: synergy=21.8. (5) Drug 1: CC(C)CC(NC(=O)C(Cc1ccccc1)NC(=O)c1cnccn1)B(O)O. Synergy scores: synergy=-5.82. Cell line: KPL1. Drug 2: CNC(=O)c1cc(Oc2ccc(NC(=O)Nc3ccc(Cl)c(C(F)(F)F)c3)cc2)ccn1. (6) Drug 1: CN1C(=O)C=CC2(C)C3CCC4(C)C(NC(=O)OCC(F)(F)F)CCC4C3CCC12. Drug 2: N.N.O=C(O)C1(C(=O)O)CCC1.[Pt]. Cell line: DLD1. Synergy scores: synergy=-4.32. (7) Drug 1: O=c1[nH]cc(F)c(=O)[nH]1. Drug 2: CC1(c2nc3c(C(N)=O)cccc3[nH]2)CCCN1. Synergy scores: synergy=1.10. Cell line: VCAP.